This data is from Forward reaction prediction with 1.9M reactions from USPTO patents (1976-2016). The task is: Predict the product of the given reaction. (1) Given the reactants CCN=C=NCCCN(C)C.Cl.[NH:13]([C:28]([O:30][C:31]([CH3:34])([CH3:33])[CH3:32])=[O:29])[C@H:14]([C:25]([OH:27])=[O:26])[C@@H:15]([CH3:24])[O:16][CH2:17][C:18]1[CH:23]=[CH:22][CH:21]=[CH:20][CH:19]=1.[CH:35]1(O)[CH2:40][CH2:39][CH2:38][CH2:37][CH2:36]1, predict the reaction product. The product is: [NH:13]([C:28]([O:30][C:31]([CH3:33])([CH3:32])[CH3:34])=[O:29])[C@H:14]([C:25]([O:27][CH:35]1[CH2:40][CH2:39][CH2:38][CH2:37][CH2:36]1)=[O:26])[C@@H:15]([CH3:24])[O:16][CH2:17][C:18]1[CH:23]=[CH:22][CH:21]=[CH:20][CH:19]=1. (2) Given the reactants [C:1]([O:5][C:6]([N:8]1[CH2:13][CH2:12][CH:11]([NH:14][C:15]2[C:20]([N+:21]([O-])=O)=[CH:19][N:18]=[C:17]3[N:24]([S:27]([C:30]4[CH:35]=[CH:34][CH:33]=[CH:32][CH:31]=4)(=[O:29])=[O:28])[CH:25]=[CH:26][C:16]=23)[CH2:10][CH2:9]1)=[O:7])([CH3:4])([CH3:3])[CH3:2].C1COCC1.C(O)C.CCOCC, predict the reaction product. The product is: [C:1]([O:5][C:6]([N:8]1[CH2:9][CH2:10][CH:11]([NH:14][C:15]2[C:20]([NH2:21])=[CH:19][N:18]=[C:17]3[N:24]([S:27]([C:30]4[CH:35]=[CH:34][CH:33]=[CH:32][CH:31]=4)(=[O:28])=[O:29])[CH:25]=[CH:26][C:16]=23)[CH2:12][CH2:13]1)=[O:7])([CH3:4])([CH3:2])[CH3:3].